From a dataset of Catalyst prediction with 721,799 reactions and 888 catalyst types from USPTO. Predict which catalyst facilitates the given reaction. (1) Reactant: Cl[C:2]1[N:7]=[C:6]2[CH:8]=[N:9][CH:10]=[CH:11][C:5]2=[N:4][C:3]=1[N:12]1[CH2:17][CH2:16][CH:15]([O:18][C:19]2[CH:24]=[CH:23][C:22]([F:25])=[CH:21][C:20]=2[F:26])[CH2:14][CH2:13]1.Cl.[O:28]1[CH2:32][CH2:31][C@H:30]([NH2:33])[CH2:29]1.CCN(CC)CC. Product: [F:26][C:20]1[CH:21]=[C:22]([F:25])[CH:23]=[CH:24][C:19]=1[O:18][CH:15]1[CH2:16][CH2:17][N:12]([C:3]2[N:4]=[C:5]3[CH:11]=[CH:10][N:9]=[CH:8][C:6]3=[N:7][C:2]=2[NH:33][C@H:30]2[CH2:31][CH2:32][O:28][CH2:29]2)[CH2:13][CH2:14]1. The catalyst class is: 31. (2) Reactant: C(NC1SC(S(NC2C=CC(CC([NH:24][C:25]3[C:26](=[O:45])[N:27]([CH2:37][C:38]4[CH:43]=[CH:42][CH:41]=[CH:40][C:39]=4[F:44])[C:28](=[O:36])[N:29](CC4CC4)[C:30]=3[NH2:31])=O)=CC=2)(=O)=O)=C(C)N=1)(=O)C.Cl.CN(C)CCCN=C=NCC.[Cl:58][C:59]1[N:63]([CH3:64])[N:62]=[C:61]([CH3:65])[C:60]=1[S:66]([NH:69][C:70]1[CH:71]=[CH:72][C:73]([CH2:76][C:77]([OH:79])=O)=[N:74][CH:75]=1)(=[O:68])=[O:67].NC1C(=O)N(CC2C=CC=CC=2F)C(=O)NC=1N. Product: [NH2:31][C:30]1[NH:29][C:28](=[O:36])[N:27]([CH2:37][C:38]2[CH:43]=[CH:42][CH:41]=[CH:40][C:39]=2[F:44])[C:26](=[O:45])[C:25]=1[NH:24][C:77](=[O:79])[CH2:76][C:73]1[CH:72]=[CH:71][C:70]([NH:69][S:66]([C:60]2[C:61]([CH3:65])=[N:62][N:63]([CH3:64])[C:59]=2[Cl:58])(=[O:67])=[O:68])=[CH:75][N:74]=1. The catalyst class is: 254. (3) Reactant: [CH3:1][C:2]([CH3:29])([CH2:26][CH:27]=[CH2:28])[C:3]([C:5]1[C:13]2[C:8](=[N:9][CH:10]=[C:11]([C:14]3[CH:19]=[C:18]([O:20][CH3:21])[C:17]([O:22][CH3:23])=[C:16]([O:24][CH3:25])[CH:15]=3)[N:12]=2)[NH:7][CH:6]=1)=[O:4].C(O)C. Product: [CH3:1][C:2]([CH3:29])([CH2:26][CH2:27][CH3:28])[C:3]([C:5]1[C:13]2[C:8](=[N:9][CH:10]=[C:11]([C:14]3[CH:19]=[C:18]([O:20][CH3:21])[C:17]([O:22][CH3:23])=[C:16]([O:24][CH3:25])[CH:15]=3)[N:12]=2)[NH:7][CH:6]=1)=[O:4]. The catalyst class is: 43. (4) Reactant: [Br:1][C:2]1[CH:3]=[N:4][CH:5]=[CH:6][C:7]=1[NH2:8].[Li+].C[Si]([N-][Si](C)(C)C)(C)C.Cl[C:20]([O:22][CH3:23])=[O:21]. Product: [Br:1][C:2]1[CH:3]=[N:4][CH:5]=[CH:6][C:7]=1[NH:8][C:20](=[O:21])[O:22][CH3:23]. The catalyst class is: 1. (5) Reactant: [C:1]([Si:5]([CH3:27])([CH3:26])[O:6][C:7]1([C:11]2[CH:16]=[CH:15][C:14](B3OC(C)(C)C(C)(C)O3)=[CH:13][CH:12]=2)[CH2:10][O:9][CH2:8]1)([CH3:4])([CH3:3])[CH3:2].Br[C:29]1[C:34]([N+:35]([O-:37])=[O:36])=[CH:33][C:32]([Br:38])=[CH:31][N:30]=1.P([O-])([O-])([O-])=O.[K+].[K+].[K+]. Product: [Br:38][C:32]1[CH:33]=[C:34]([N+:35]([O-:37])=[O:36])[C:29]([C:14]2[CH:15]=[CH:16][C:11]([C:7]3([O:6][Si:5]([C:1]([CH3:3])([CH3:4])[CH3:2])([CH3:27])[CH3:26])[CH2:8][O:9][CH2:10]3)=[CH:12][CH:13]=2)=[N:30][CH:31]=1. The catalyst class is: 368. (6) Reactant: [CH3:1][N:2]1[C:10]2[C:5](=[CH:6][CH:7]=[CH:8][CH:9]=2)[C:4]([CH2:11][NH:12][CH3:13])=[C:3]1[CH3:14].[NH2:15][C:16]1[N:21]=[CH:20][C:19](/[CH:22]=[CH:23]/[C:24]([OH:26])=O)=[CH:18][CH:17]=1.CCN(CC)CC.C1C=CC2N(O)N=NC=2C=1.O.C(Cl)CCl. The catalyst class is: 85. Product: [NH2:15][C:16]1[N:21]=[CH:20][C:19](/[CH:22]=[CH:23]/[C:24]([N:12]([CH2:11][C:4]2[C:5]3[C:10](=[CH:9][CH:8]=[CH:7][CH:6]=3)[N:2]([CH3:1])[C:3]=2[CH3:14])[CH3:13])=[O:26])=[CH:18][CH:17]=1. (7) Reactant: [NH4+:1].[Cl-:2].C[Al](C)C.[C:7]1([C:13]2([CH2:18][C:19]#[N:20])[CH2:17][CH2:16][CH2:15][CH2:14]2)[CH:12]=[CH:11][CH:10]=[CH:9][CH:8]=1. Product: [ClH:2].[C:7]1([C:13]2([CH2:18][C:19]([NH2:1])=[NH:20])[CH2:17][CH2:16][CH2:15][CH2:14]2)[CH:12]=[CH:11][CH:10]=[CH:9][CH:8]=1. The catalyst class is: 11. (8) Reactant: [C:1]([O:5][C:6]([N:8](C(OC(C)(C)C)=O)[C:9]1[O:17][C:16]2[C:11](=[N:12][CH:13]=[C:14]([CH:18]([CH3:20])[CH3:19])[CH:15]=2)[C:10]=1[C:21]([O:23]CC)=[O:22])=[O:7])([CH3:4])([CH3:3])[CH3:2].[Li+].[OH-].O.CO. Product: [C:1]([O:5][C:6]([NH:8][C:9]1[O:17][C:16]2[C:11](=[N:12][CH:13]=[C:14]([CH:18]([CH3:19])[CH3:20])[CH:15]=2)[C:10]=1[C:21]([OH:23])=[O:22])=[O:7])([CH3:2])([CH3:4])[CH3:3]. The catalyst class is: 1. (9) Reactant: [NH2:1][C:2]1[N:7]=[CH:6][CH:5]=[CH:4][N:3]=1.[C:8]([N+:12]#[C-:13])([CH3:11])([CH3:10])[CH3:9].[CH:14](=O)[C:15]1[CH:20]=[CH:19][CH:18]=[CH:17][CH:16]=1.[C:22]([Cl:25])(=[O:24])[CH3:23]. Product: [Cl-:25].[C:22]([N+:1]1[C:14]([C:15]2[CH:20]=[CH:19][CH:18]=[CH:17][CH:16]=2)=[C:13]([NH:12][C:8]([CH3:11])([CH3:10])[CH3:9])[N:3]2[CH:4]=[CH:5][CH:6]=[N:7][C:2]=12)(=[O:24])[CH3:23]. The catalyst class is: 519. (10) Reactant: [CH:1]1([Mg]Br)[CH2:3][CH2:2]1.[NH2:6][C:7]1[C:12]2=[C:13]([C:25]3[CH:30]=[CH:29][C:28]([NH:31][C:32]([NH:34][C:35]4[CH:40]=[C:39]([C:41]([F:44])([F:43])[F:42])[CH:38]=[CH:37][N:36]=4)=[O:33])=[CH:27][CH:26]=3)[C:14]([CH:23]=[O:24])=[C:15]([CH2:16][N:17]3[CH2:22][CH2:21][O:20][CH2:19][CH2:18]3)[N:11]2[N:10]=[CH:9][N:8]=1.CC(OI1(OC(C)=O)(OC(C)=O)OC(=O)C2C=CC=CC1=2)=O. Product: [NH2:6][C:7]1[C:12]2=[C:13]([C:25]3[CH:26]=[CH:27][C:28]([NH:31][C:32]([NH:34][C:35]4[CH:40]=[C:39]([C:41]([F:43])([F:44])[F:42])[CH:38]=[CH:37][N:36]=4)=[O:33])=[CH:29][CH:30]=3)[C:14]([C:23]([CH:1]3[CH2:3][CH2:2]3)=[O:24])=[C:15]([CH2:16][N:17]3[CH2:22][CH2:21][O:20][CH2:19][CH2:18]3)[N:11]2[N:10]=[CH:9][N:8]=1. The catalyst class is: 49.